Dataset: Catalyst prediction with 721,799 reactions and 888 catalyst types from USPTO. Task: Predict which catalyst facilitates the given reaction. Reactant: [Cl:1][C:2]1[N:7]=[C:6](Cl)[CH:5]=[CH:4][N:3]=1.[NH2:9][C:10]1[C:11]([F:18])=[C:12]([CH2:16][OH:17])[CH:13]=[CH:14][CH:15]=1.C(N(CC)CC)C. Product: [Cl:1][C:2]1[N:7]=[C:6]([NH:9][C:10]2[C:11]([F:18])=[C:12]([CH2:16][OH:17])[CH:13]=[CH:14][CH:15]=2)[CH:5]=[CH:4][N:3]=1. The catalyst class is: 41.